This data is from Reaction yield outcomes from USPTO patents with 853,638 reactions. The task is: Predict the reaction yield, written as a fraction of the theoretical maximum amount of product (1.0 means a 100% yield; for example, 0.34 means a 34% yield). (1) The reactants are Cl[C:2]1[S:6][C:5]([C:7](=[O:9])[CH3:8])=[CH:4][C:3]=1[N+:10]([O-:12])=[O:11].[Na].[Cl:14][C:15]1[CH:16]=[N:17][CH:18]=[C:19]([Cl:22])[C:20]=1[SH:21].C(=O)([O-])[O-].[K+].[K+]. The catalyst is C1(C)C=CC=CC=1. The product is [Cl:14][C:15]1[CH:16]=[N:17][CH:18]=[C:19]([Cl:22])[C:20]=1[S:21][C:2]1[S:6][C:5]([C:7](=[O:9])[CH3:8])=[CH:4][C:3]=1[N+:10]([O-:12])=[O:11]. The yield is 0.120. (2) The reactants are [Br:1][C:2]1[CH:11]=[CH:10][C:9]([CH:12]=O)=[C:8]2[C:3]=1[CH:4]=[N:5][CH:6]=[N:7]2.Cl.[NH2:15][OH:16].C(N(CC)CC)C. The catalyst is C(#N)C. The product is [Br:1][C:2]1[CH:11]=[CH:10][C:9]([CH:12]=[N:15][OH:16])=[C:8]2[C:3]=1[CH:4]=[N:5][CH:6]=[N:7]2. The yield is 1.17. (3) The reactants are [CH3:1][C:2]1([CH3:34])[CH2:7][CH2:6][C:5]([C:8]2[C:13]([NH:14][C:15]([C:17]3[NH:18][CH:19]=[C:20]([C:22]#[N:23])[N:21]=3)=[O:16])=[CH:12][CH:11]=[C:10]([CH:24]3[CH2:29][C:28]([CH3:31])([CH3:30])[O:27][C:26]([CH3:33])([CH3:32])[CH2:25]3)[N:9]=2)=[CH:4][CH2:3]1.[ClH:35]. The catalyst is CCO. The product is [ClH:35].[CH3:1][C:2]1([CH3:34])[CH2:7][CH2:6][C:5]([C:8]2[C:13]([NH:14][C:15]([C:17]3[NH:18][CH:19]=[C:20]([C:22]#[N:23])[N:21]=3)=[O:16])=[CH:12][CH:11]=[C:10]([CH:24]3[CH2:25][C:26]([CH3:33])([CH3:32])[O:27][C:28]([CH3:31])([CH3:30])[CH2:29]3)[N:9]=2)=[CH:4][CH2:3]1. The yield is 0.380. (4) The reactants are [CH3:1][N:2]1[C:6](OS(C(F)(F)C(F)(F)C(F)(F)C(F)(F)F)(=O)=O)=[CH:5][C:4]([Br:24])=[N:3]1.[Br-].[CH3:26][C:27]1[CH:28]=[CH:29][C:30]([Zn+])=[N:31][CH:32]=1.O1CCCC1. The catalyst is CN(C)C=O.O.C1C=CC([P]([Pd]([P](C2C=CC=CC=2)(C2C=CC=CC=2)C2C=CC=CC=2)([P](C2C=CC=CC=2)(C2C=CC=CC=2)C2C=CC=CC=2)[P](C2C=CC=CC=2)(C2C=CC=CC=2)C2C=CC=CC=2)(C2C=CC=CC=2)C2C=CC=CC=2)=CC=1. The product is [CH3:1][N:2]1[C:6]([C:30]2[CH:29]=[CH:28][C:27]([CH3:26])=[CH:32][N:31]=2)=[CH:5][C:4]([Br:24])=[N:3]1. The yield is 0.410. (5) The reactants are [Br:1][C:2]1[N:3]([CH2:24][C:25](O)=[O:26])[C:4]2[C:9]([C:10]=1[CH:11]1[CH2:16][CH2:15][CH2:14][CH2:13][CH2:12]1)=[CH:8][CH:7]=[C:6]([C:17]([O:19][C:20]([CH3:23])([CH3:22])[CH3:21])=[O:18])[CH:5]=2.[Br:28][C:29]1[CH:41]=[CH:40][C:39]([Cl:42])=[CH:38][C:30]=1[CH2:31][NH:32][CH2:33][CH2:34][N:35]([CH3:37])[CH3:36].CCN(C(C)C)C(C)C.CN(C(ON1N=NC2C=CC=NC1=2)=[N+](C)C)C.F[P-](F)(F)(F)(F)F. The catalyst is C(Cl)Cl. The product is [C:20]([O:19][C:17]([C:6]1[CH:5]=[C:4]2[C:9]([C:10]([CH:11]3[CH2:12][CH2:13][CH2:14][CH2:15][CH2:16]3)=[C:2]([Br:1])[N:3]2[CH2:24][C:25]([N:32]([CH2:31][C:30]2[CH:38]=[C:39]([Cl:42])[CH:40]=[CH:41][C:29]=2[Br:28])[CH2:33][CH2:34][N:35]([CH3:37])[CH3:36])=[O:26])=[CH:8][CH:7]=1)=[O:18])([CH3:21])([CH3:23])[CH3:22]. The yield is 0.560. (6) The reactants are Br[C:2]1[CH:7]=[CH:6][C:5]([Br:8])=[CH:4][CH:3]=1.CCCCCC.Cl[C:16]1[N:21]=[C:20]([C:22]2[CH:27]=[CH:26][CH:25]=[CH:24][CH:23]=2)[N:19]=[C:18]([C:28]2[CH:33]=[CH:32][CH:31]=[CH:30][CH:29]=2)[N:17]=1. The catalyst is O1CCCC1. The product is [Br:8][C:5]1[CH:6]=[CH:7][C:2]([C:16]2[N:21]=[C:20]([C:22]3[CH:27]=[CH:26][CH:25]=[CH:24][CH:23]=3)[N:19]=[C:18]([C:28]3[CH:29]=[CH:30][CH:31]=[CH:32][CH:33]=3)[N:17]=2)=[CH:3][CH:4]=1. The yield is 0.340. (7) The reactants are [NH2:1][CH2:2][CH:3]=[C:4]1[C:12]2[C:7](=[CH:8][CH:9]=[C:10]([NH2:15])[C:11]=2[O:13][CH3:14])[CH2:6][CH2:5]1.C(N(CC)CC)C.[C:23](OC(=O)C)(=[O:25])[CH3:24].C(=O)([O-])O.[Na+]. The catalyst is O1CCCC1. The product is [NH2:15][C:10]1[C:11]([O:13][CH3:14])=[C:12]2[C:7]([CH2:6][CH2:5][C:4]2=[CH:3][CH2:2][NH:1][C:23](=[O:25])[CH3:24])=[CH:8][CH:9]=1. The yield is 0.870. (8) The reactants are [OH:1][C:2]1[CH:11]=[C:10](O)[C:9]([CH:13]([CH3:15])[CH3:14])=[CH:8][C:3]=1[C:4]([O:6][CH3:7])=[O:5].[C:16](=O)([O-])[O-].[K+].[K+].S([O:27][CH3:28])(OC)(=O)=O. The catalyst is C(#N)C. The product is [CH:13]([C:9]1[C:10]([O:27][CH3:28])=[CH:11][C:2]([O:1][CH3:16])=[C:3]([CH:8]=1)[C:4]([O:6][CH3:7])=[O:5])([CH3:15])[CH3:14]. The yield is 0.740. (9) The reactants are [C:1]([C:5]1[CH:6]=[C:7]([NH:17][C:18](=[O:40])[C:19]([C:21]2[C:30]3[C:25](=[CH:26][CH:27]=[CH:28][CH:29]=3)[C:24]([O:31][CH2:32][CH2:33][N:34]3[CH2:39][CH2:38][O:37][CH2:36][CH2:35]3)=[CH:23][CH:22]=2)=O)[N:8]([C:10]2[CH:15]=[CH:14][C:13]([CH3:16])=[CH:12][CH:11]=2)[N:9]=1)([CH3:4])([CH3:3])[CH3:2].Cl.[NH2:42][OH:43].N1C=CC=CC=1. The catalyst is CCO. The product is [C:1]([C:5]1[CH:6]=[C:7]([NH:17][C:18](=[O:40])[C:19](=[N:42][OH:43])[C:21]2[C:30]3[C:25](=[CH:26][CH:27]=[CH:28][CH:29]=3)[C:24]([O:31][CH2:32][CH2:33][N:34]3[CH2:35][CH2:36][O:37][CH2:38][CH2:39]3)=[CH:23][CH:22]=2)[N:8]([C:10]2[CH:15]=[CH:14][C:13]([CH3:16])=[CH:12][CH:11]=2)[N:9]=1)([CH3:3])([CH3:2])[CH3:4]. The yield is 0.580.